Task: Predict the product of the given reaction.. Dataset: Forward reaction prediction with 1.9M reactions from USPTO patents (1976-2016) (1) Given the reactants [CH:1]1[CH:2]=[CH:3][C:4]([C@@H:7]([N:15]2[CH2:20][CH2:19][N:18](CC[O:23][CH2:24][C:25]([OH:27])=[O:26])[CH2:17][CH2:16]2)[C:8]2[CH:9]=[CH:10][C:11]([Cl:14])=[CH:12][CH:13]=2)=[CH:5][CH:6]=1, predict the reaction product. The product is: [Cl:14][C:11]1[CH:12]=[CH:13][C:8]([CH:7]([C:4]2[CH:3]=[CH:2][CH:1]=[CH:6][CH:5]=2)[N:15]2[CH2:16][CH2:17][NH:18][CH2:19][CH2:20]2)=[CH:9][CH:10]=1.[C:25]([OH:27])(=[O:26])[CH:24]([CH:24]([C:25]([OH:27])=[O:26])[OH:23])[OH:23]. (2) Given the reactants CC(S([NH:7][C@H:8]([C:11]1[C:12]([F:42])=[C:13]([C:38]([Cl:41])=[CH:39][CH:40]=1)[O:14][C:15]1[CH:16]=[C:17]([CH:35]=[CH:36][CH:37]=1)[C:18]([N:20]([CH2:22][C:23]1[CH:24]=[N:25][N:26]([CH2:28][C:29]2[CH:34]=[CH:33][CH:32]=[CH:31][CH:30]=2)[CH:27]=1)[CH3:21])=[O:19])[CH2:9][CH3:10])=O)(C)C, predict the reaction product. The product is: [ClH:41].[NH2:7][C@H:8]([C:11]1[C:12]([F:42])=[C:13]([C:38]([Cl:41])=[CH:39][CH:40]=1)[O:14][C:15]1[CH:16]=[C:17]([CH:35]=[CH:36][CH:37]=1)[C:18]([N:20]([CH2:22][C:23]1[CH:24]=[N:25][N:26]([CH2:28][C:29]2[CH:34]=[CH:33][CH:32]=[CH:31][CH:30]=2)[CH:27]=1)[CH3:21])=[O:19])[CH2:9][CH3:10]. (3) Given the reactants [O:1]1[CH2:6][CH:5]=[C:4]([C:7]2[CH:8]=[C:9]3[C:13](=[CH:14][CH:15]=2)[N:12]([CH:16]2[CH2:21][CH2:20][CH2:19][CH2:18][O:17]2)[N:11]=[C:10]3[C:22]2[N:27]=[C:26]([O:28][C@H:29]3[CH2:36][N:35]([C:37]([O:39][C:40]([CH3:43])([CH3:42])[CH3:41])=[O:38])[CH2:34][CH2:33][C:30]43[CH2:32][CH2:31]4)[CH:25]=[N:24][CH:23]=2)[CH2:3][CH2:2]1, predict the reaction product. The product is: [O:17]1[CH2:18][CH2:19][CH2:20][CH2:21][CH:16]1[N:12]1[C:13]2[C:9](=[CH:8][C:7]([CH:4]3[CH2:5][CH2:6][O:1][CH2:2][CH2:3]3)=[CH:15][CH:14]=2)[C:10]([C:22]2[N:27]=[C:26]([O:28][C@H:29]3[CH2:36][N:35]([C:37]([O:39][C:40]([CH3:43])([CH3:42])[CH3:41])=[O:38])[CH2:34][CH2:33][C:30]43[CH2:32][CH2:31]4)[CH:25]=[N:24][CH:23]=2)=[N:11]1. (4) The product is: [Cl:21][C:17]1[C:16]([F:22])=[C:15]([CH2:14][S:13][C:4]2[N:3]=[C:2]([NH:10][C@H:11]([CH3:2])[CH2:6][OH:24])[C:11]3[N:10]=[CH:9][C:8](=[O:12])[NH:7][C:6]=3[N:5]=2)[CH:20]=[CH:19][CH:18]=1. Given the reactants Br[C:2]1[C:11]2[N:10]=[CH:9][C:8](=[O:12])[NH:7][C:6]=2[N:5]=[C:4]([S:13][CH2:14][C:15]2[CH:20]=[CH:19][CH:18]=[C:17]([Cl:21])[C:16]=2[F:22])[N:3]=1.Cl.[OH2:24], predict the reaction product. (5) Given the reactants [CH2:1]([O:3][C:4]([CH:6]1[N:10]2[CH2:11][CH2:12][C:13]([C:15]([CH3:18])([CH3:17])[CH3:16])=[N:14][C:9]2=[CH:8][C:7]1=[O:19])=[O:5])[CH3:2].[F:20][C:21]1[CH:28]=[CH:27][CH:26]=[CH:25][C:22]=1[CH2:23]Br, predict the reaction product. The product is: [CH2:1]([O:3][C:4]([CH:6]1[N:10]2[C:11]([CH2:23][C:22]3[CH:25]=[CH:26][CH:27]=[CH:28][C:21]=3[F:20])=[CH:12][C:13]([C:15]([CH3:18])([CH3:17])[CH3:16])=[N:14][C:9]2=[CH:8][C:7]1=[O:19])=[O:5])[CH3:2].